This data is from Reaction yield outcomes from USPTO patents with 853,638 reactions. The task is: Predict the reaction yield, written as a fraction of the theoretical maximum amount of product (1.0 means a 100% yield; for example, 0.34 means a 34% yield). (1) The reactants are [Cl-].O[NH3+:3].[C:4](=[O:7])([O-])[OH:5].[Na+].CS(C)=O.[CH2:13]([C:17]1[N:18]=[C:19]([CH3:45])[N:20]([CH2:39][C:40]2[N:41]=[CH:42][S:43][CH:44]=2)[C:21](=[O:38])[C:22]=1[CH2:23][C:24]1[CH:29]=[CH:28][C:27]([C:30]2[C:31]([C:36]#[N:37])=[CH:32][CH:33]=[CH:34][CH:35]=2)=[CH:26][CH:25]=1)[CH2:14][CH2:15][CH3:16]. The catalyst is C(OCC)(=O)C. The product is [CH2:13]([C:17]1[N:18]=[C:19]([CH3:45])[N:20]([CH2:39][C:40]2[N:41]=[CH:42][S:43][CH:44]=2)[C:21](=[O:38])[C:22]=1[CH2:23][C:24]1[CH:25]=[CH:26][C:27]([C:30]2[CH:35]=[CH:34][CH:33]=[CH:32][C:31]=2[C:36]2[NH:3][C:4](=[O:7])[O:5][N:37]=2)=[CH:28][CH:29]=1)[CH2:14][CH2:15][CH3:16]. The yield is 0.300. (2) The reactants are [C:1]([O:5][C:6](=[O:24])[NH:7][CH2:8][C:9]1[CH:10]=[C:11]([C:15]2[CH:20]=[CH:19][CH:18]=[C:17]([C:21]#[N:22])[C:16]=2[CH3:23])[CH:12]=[CH:13][CH:14]=1)([CH3:4])([CH3:3])[CH3:2].[BH4-].[Na+].[NH4+].[OH-]. The catalyst is C1COCC1.O. The product is [C:1]([O:5][C:6](=[O:24])[NH:7][CH2:8][C:9]1[CH:10]=[C:11]([C:15]2[CH:20]=[CH:19][CH:18]=[C:17]([CH2:21][NH2:22])[C:16]=2[CH3:23])[CH:12]=[CH:13][CH:14]=1)([CH3:4])([CH3:3])[CH3:2]. The yield is 0.730. (3) The reactants are [F:1][C:2]1[C:3]([CH2:22][N:23](C)[C:24](=O)OC(C)(C)C)=[CH:4][N:5]([S:14]([C:17]2[O:18][CH:19]=[CH:20][CH:21]=2)(=[O:16])=[O:15])[C:6]=1[C:7]1[C:8]([F:13])=[N:9][CH:10]=[CH:11][CH:12]=1.C(OCC)(=O)C.[ClH:38]. The catalyst is C(OCC)(=O)C.CC(O)C. The product is [ClH:38].[F:1][C:2]1[C:3]([CH2:22][NH:23][CH3:24])=[CH:4][N:5]([S:14]([C:17]2[O:18][CH:19]=[CH:20][CH:21]=2)(=[O:16])=[O:15])[C:6]=1[C:7]1[C:8]([F:13])=[N:9][CH:10]=[CH:11][CH:12]=1. The yield is 0.770. (4) The reactants are [NH2:1][C:2]1[C:7]([C:8]([O:10]CC)=O)=[CH:6][C:5]([O:13][CH3:14])=[C:4]([O:15][CH2:16][CH:17]2[CH2:22][CH2:21][N:20]([CH3:23])[CH2:19][CH2:18]2)[CH:3]=1.C(O)(=O)C.[CH:28](N)=[NH:29]. The catalyst is COCCO. The product is [CH3:14][O:13][C:5]1[CH:6]=[C:7]2[C:2](=[CH:3][C:4]=1[O:15][CH2:16][CH:17]1[CH2:18][CH2:19][N:20]([CH3:23])[CH2:21][CH2:22]1)[N:1]=[CH:28][NH:29][C:8]2=[O:10]. The yield is 0.700. (5) The reactants are CCN(C(C)C)C(C)C.[CH:10]1([CH:16]2[CH2:28][C:27]3[C:26]4[C:21](=[CH:22][CH:23]=[C:24]([C:29](O)=[O:30])[CH:25]=4)[NH:20][C:19]=3[CH2:18][CH2:17]2)[CH2:15][CH2:14][CH2:13][CH2:12][CH2:11]1.[CH3:32][CH:33]1[CH2:38][CH2:37][NH:36][CH2:35][CH2:34]1.CN(C(ON1N=NC2C=CC=NC1=2)=[N+](C)C)C.F[P-](F)(F)(F)(F)F. The catalyst is CN(C=O)C. The product is [CH:10]1([CH:16]2[CH2:28][C:27]3[C:26]4[C:21](=[CH:22][CH:23]=[C:24]([C:29]([N:36]5[CH2:37][CH2:38][CH:33]([CH3:32])[CH2:34][CH2:35]5)=[O:30])[CH:25]=4)[NH:20][C:19]=3[CH2:18][CH2:17]2)[CH2:11][CH2:12][CH2:13][CH2:14][CH2:15]1. The yield is 0.570.